Dataset: Catalyst prediction with 721,799 reactions and 888 catalyst types from USPTO. Task: Predict which catalyst facilitates the given reaction. Reactant: [N+:1]([C:4]1[CH:5]=[CH:6][CH:7]=[C:8]2[C:12]=1[NH:11][C:10]([C:13]([OH:15])=O)=[CH:9]2)([O-:3])=[O:2].C(N(CC)CC)C.C(Cl)CCl.C1C=CC2N(O)N=NC=2C=1.[Cl:37][CH2:38][CH2:39][NH2:40].Cl. Product: [Cl:37][CH2:38][CH2:39][NH:40][C:13]([C:10]1[NH:11][C:12]2[C:8]([CH:9]=1)=[CH:7][CH:6]=[CH:5][C:4]=2[N+:1]([O-:3])=[O:2])=[O:15]. The catalyst class is: 9.